This data is from Full USPTO retrosynthesis dataset with 1.9M reactions from patents (1976-2016). The task is: Predict the reactants needed to synthesize the given product. (1) Given the product [CH2:10]([C:4]1[CH:3]=[C:2]([CH:7]=[CH:6][C:5]=1[O:8][CH3:9])[CH:26]=[O:27])[CH3:11], predict the reactants needed to synthesize it. The reactants are: Br[C:2]1[CH:7]=[CH:6][C:5]([O:8][CH3:9])=[C:4]([CH2:10][CH3:11])[CH:3]=1.[Li]CCCC.CCCCCC.CN([CH:26]=[O:27])C. (2) Given the product [F:31][C:30]([F:32])([F:33])[C:28]1[CH:29]=[C:24]([NH:23][C@H:22]([C:21]([OH:39])=[O:20])[CH3:38])[CH:25]=[C:26]([C:34]([F:37])([F:36])[F:35])[CH:27]=1, predict the reactants needed to synthesize it. The reactants are: FC(F)(F)C1C=C(C=C(C(F)(F)F)C=1)N.C([O:20][C:21](=[O:39])[C@H:22]([CH3:38])[NH:23][C:24]1[CH:29]=[C:28]([C:30]([F:33])([F:32])[F:31])[CH:27]=[C:26]([C:34]([F:37])([F:36])[F:35])[CH:25]=1)C(C)C. (3) Given the product [F:1][C:2]1[CH:7]=[C:6]([F:8])[CH:5]=[CH:4][C:3]=1[NH:9][C:10](=[O:25])[CH2:11][CH:12]1[CH2:13][CH2:14][NH:15][CH2:16][CH2:17]1, predict the reactants needed to synthesize it. The reactants are: [F:1][C:2]1[CH:7]=[C:6]([F:8])[CH:5]=[CH:4][C:3]=1[NH:9][C:10](=[O:25])[CH2:11][CH:12]1[CH2:17][CH2:16][N:15](C(OC(C)(C)C)=O)[CH2:14][CH2:13]1.C(O)(C(F)(F)F)=O. (4) Given the product [CH2:32]([O:31][C:29](=[O:30])[C:28]([CH3:35])([CH3:34])[CH2:27][NH:26][C:3]([C:5]1[N:6]=[C:7]([C:24]#[N:25])[C:8]2[C:13]([C:14]=1[OH:15])=[CH:12][CH:11]=[C:10]([O:16][C:17]1[CH:22]=[CH:21][C:20]([Cl:23])=[CH:19][CH:18]=1)[CH:9]=2)=[O:4])[CH3:33], predict the reactants needed to synthesize it. The reactants are: CO[C:3]([C:5]1[N:6]=[C:7]([C:24]#[N:25])[C:8]2[C:13]([C:14]=1[OH:15])=[CH:12][CH:11]=[C:10]([O:16][C:17]1[CH:22]=[CH:21][C:20]([Cl:23])=[CH:19][CH:18]=1)[CH:9]=2)=[O:4].[NH2:26][CH2:27][C:28]([CH3:35])([CH3:34])[C:29]([O:31][CH2:32][CH3:33])=[O:30]. (5) Given the product [NH:6]1[CH2:5][CH:4]([CH:1]2[N:84]3[N:85]=[C:86]([C:91]4[CH:96]=[CH:95][C:94]([O:97][C:98]5[CH:103]=[CH:102][CH:101]=[CH:100][CH:99]=5)=[CH:93][CH:92]=4)[C:87]([C:88]([NH2:90])=[O:89])=[C:83]3[NH:82][CH2:81][CH2:2]2)[CH2:7]1, predict the reactants needed to synthesize it. The reactants are: [C:1]([CH:4]1[CH2:7][N:6](C(OC(C)(C)C)=O)[CH2:5]1)(=O)[CH3:2].NC1NN=C(C2C=CC(OC3C=CC=CC=3)=CC=2)C=1C#N.NC1C=C(C2N3N=C(C4C=CC(OC5C=CC=CC=5)=CC=4)C(C#N)=C3N=CC=2)C=CC=1.ClCCC(NC1C=C(C2[N:84]3[N:85]=[C:86]([C:91]4[CH:96]=[CH:95][C:94]([O:97][C:98]5[CH:103]=[CH:102][CH:101]=[CH:100][CH:99]=5)=[CH:93][CH:92]=4)[C:87]([C:88]([NH2:90])=[O:89])=[C:83]3[NH:82][CH2:81]C2)C=CC=1)=O.